From a dataset of hERG Central: cardiac toxicity at 1µM, 10µM, and general inhibition. Predict hERG channel inhibition at various concentrations. (1) The drug is CCOC(=O)C1(CCOc2ccccc2)CCN(Cc2cc(OC)ccc2OC)CC1. Results: hERG_inhib (hERG inhibition (general)): blocker. (2) The molecule is CC(C(=O)OCC(=O)c1ccc([N+](=O)[O-])cc1)N1C(=O)C2C3CCC(C3)C2C1=O. Results: hERG_inhib (hERG inhibition (general)): blocker. (3) The compound is Cc1ccccc1-c1nc(CN2CCC(C(=O)NCc3ccco3)CC2)c(C)o1. Results: hERG_inhib (hERG inhibition (general)): blocker. (4) The molecule is CCN(C(=O)COC(=O)c1cc(-c2ccc(C)o2)nc2ccccc12)C1CCS(=O)(=O)C1. Results: hERG_inhib (hERG inhibition (general)): blocker.